Task: Predict which catalyst facilitates the given reaction.. Dataset: Catalyst prediction with 721,799 reactions and 888 catalyst types from USPTO (1) Reactant: [CH2:1]([NH:8][C:9](=[O:41])[NH:10][C@H:11]([C:28](=[O:40])[NH:29][C:30]1[CH:31]=[CH:32][CH:33]=[C:34]2[C:39]=1[N:38]=[CH:37][CH:36]=[CH:35]2)[CH2:12][CH2:13][CH2:14][CH2:15][NH:16][S:17]([NH:20]C(=O)OC(C)(C)C)(=[O:19])=[O:18])[C:2]1[CH:7]=[CH:6][CH:5]=[CH:4][CH:3]=1.S(N)(N)(=O)=O. Product: [CH2:1]([NH:8][C:9](=[O:41])[NH:10][C@@H:11]([CH2:12][CH2:13][CH2:14][CH2:15][NH:16][S:17](=[O:19])(=[O:18])[NH2:20])[C:28]([NH:29][C:30]1[CH:31]=[CH:32][CH:33]=[C:34]2[C:39]=1[N:38]=[CH:37][CH:36]=[CH:35]2)=[O:40])[C:2]1[CH:7]=[CH:6][CH:5]=[CH:4][CH:3]=1. The catalyst class is: 25. (2) Reactant: [NH2:1][C@H:2]([C:8]([NH:10][C@H:11]([C:16]([NH:18][C@H:19]([C:24]([NH:26][C@H:27]([C:33]([NH:35][C@H:36]([C:44]([NH:46][C@H:47]([C:55](N[C@H](C(N[C@H](C(O)=O)C)=O)CC(C)C)=[O:56])[CH2:48][C:49]1[CH:54]=CC=C[CH:50]=1)=[O:45])[CH2:37][C:38]1[CH:43]=[CH:42][CH:41]=[CH:40][CH:39]=1)=[O:34])[CH2:28][CH2:29][C:30](=[O:32])[OH:31])=[O:25])[CH2:20][C:21](=[O:23])[NH2:22])=[O:17])[CH2:12][C:13](=[O:15])[OH:14])=[O:9])[CH2:3][CH2:4][C:5](=[O:7])[OH:6].[OH-].[Na+].[NH2:73][C@H:74]([C:92](=[O:94])[NH2:93])[CH2:75][CH2:76][CH2:77][CH2:78][NH:79][C:80](=[O:91])[C:81]1[CH:86]=[CH:85][C:84]([O:87][CH2:88][C:89]#[CH:90])=[CH:83][CH:82]=1.C1N(CCO)CCN(CCS(O)(=O)=O)C1.C(N(CC(O)=O)CC(O)=O)CN(CC(O)=O)CC(O)=O.Cl. Product: [NH2:1][C@H:2]([C:8]([NH:10][C@H:11]([C:16]([NH:18][C@H:19]([C:24]([NH:26][C@H:27]([C:33]([NH:35][C@H:36]([C:44]([NH:46][C@H:47]([C:55]([NH:73][C@@H:74]([CH2:75][CH2:76][CH2:77][CH2:78][NH:79][C:80](=[O:91])[C:81]1[CH:82]=[CH:83][C:84]([O:87][CH2:88][C:89]#[CH:90])=[CH:85][CH:86]=1)[C:92]([NH2:93])=[O:94])=[O:56])[CH2:48][CH:49]([CH3:50])[CH3:54])=[O:45])[CH2:37][C:38]1[CH:39]=[CH:40][CH:41]=[CH:42][CH:43]=1)=[O:34])[CH2:28][CH2:29][C:30](=[O:31])[OH:32])=[O:25])[CH2:20][C:21](=[O:23])[NH2:22])=[O:17])[CH2:12][C:13](=[O:14])[OH:15])=[O:9])[CH2:3][CH2:4][C:5](=[O:6])[OH:7]. The catalyst class is: 6. (3) Reactant: [NH2:1][C:2]1[C:3]([C:8]2[CH:26]=[CH:25][C:11]([C:12]([NH:14][C:15]3[CH:20]=[CH:19][C:18]([C:21]([CH3:24])([CH3:23])[CH3:22])=[CH:17][CH:16]=3)=[O:13])=[CH:10][CH:9]=2)=[N:4][CH:5]=[CH:6][CH:7]=1.[Cl:27][CH2:28][S:29](Cl)(=[O:31])=[O:30].C(N(CC)CC)C. Product: [Cl:27][CH2:28][S:29]([N:1]([S:29]([CH2:28][Cl:27])(=[O:31])=[O:30])[C:2]1[C:3]([C:8]2[CH:9]=[CH:10][C:11]([C:12]([NH:14][C:15]3[CH:20]=[CH:19][C:18]([C:21]([CH3:22])([CH3:23])[CH3:24])=[CH:17][CH:16]=3)=[O:13])=[CH:25][CH:26]=2)=[N:4][CH:5]=[CH:6][CH:7]=1)(=[O:31])=[O:30]. The catalyst class is: 2. (4) Reactant: [NH2:1][CH:2]1[CH2:7][CH2:6][CH2:5][N:4]([C:8]([O:10][C:11]([CH3:14])([CH3:13])[CH3:12])=[O:9])[CH2:3]1.[Cl:15][C:16]1[CH:24]=[CH:23][C:19]([C:20](O)=[O:21])=[CH:18][CH:17]=1.C(N(C(C)C)CC)(C)C.Cl.C(N=C=NCCCN(C)C)C. Product: [Cl:15][C:16]1[CH:24]=[CH:23][C:19]([C:20]([NH:1][CH:2]2[CH2:7][CH2:6][CH2:5][N:4]([C:8]([O:10][C:11]([CH3:14])([CH3:13])[CH3:12])=[O:9])[CH2:3]2)=[O:21])=[CH:18][CH:17]=1. The catalyst class is: 527. (5) Reactant: [OH-].[Al+3].[Li+].[OH-].[OH-].[OH-].[Br:7][C:8]1[CH:17]=[C:16]2[C:11]([CH:12]([CH3:18])[O:13][C:14]2=[O:15])=[CH:10][CH:9]=1.O.[OH-].[Na+]. Product: [Br:7][C:8]1[CH:9]=[CH:10][C:11]([CH:12]([OH:13])[CH3:18])=[C:16]([CH2:14][OH:15])[CH:17]=1. The catalyst class is: 1. (6) Reactant: [CH3:1][C:2]1[N:3]=[C:4]([NH:12][C:13](=[O:15])[CH3:14])[S:5][C:6]=1[C:7]1[CH:8]=[N:9][NH:10][CH:11]=1.C(N1C=C(C2SC(NC(=O)C)=NC=2C)C=N1)C1C=CC=CC=1.[CH3:38][N:39]1[CH:43]=[C:42]([S:44](Cl)(=[O:46])=[O:45])[N:41]=[CH:40]1.C(N(CC)C(C)C)(C)C. Product: [CH3:1][C:2]1[N:3]=[C:4]([NH:12][C:13](=[O:15])[CH3:14])[S:5][C:6]=1[C:7]1[CH:11]=[N:10][N:9]([S:44]([C:42]2[N:41]=[CH:40][N:39]([CH3:38])[CH:43]=2)(=[O:46])=[O:45])[CH:8]=1. The catalyst class is: 2. (7) Reactant: [Cl:1][C:2]1[C:3](Cl)=[N:4][CH:5]=[C:6]([C:12]=1[NH:13][C:14]1[CH:19]=[CH:18][C:17]([F:20])=[CH:16][C:15]=1[CH3:21])[C:7]([O:9][CH2:10][CH3:11])=[O:8].[SH2:23].[Na].[Cl-].[Na+]. Product: [Cl:1][C:2]1[C:3]([SH:23])=[N:4][CH:5]=[C:6]([C:12]=1[NH:13][C:14]1[CH:19]=[CH:18][C:17]([F:20])=[CH:16][C:15]=1[CH3:21])[C:7]([O:9][CH2:10][CH3:11])=[O:8]. The catalyst class is: 3.